The task is: Predict the reaction yield, written as a fraction of the theoretical maximum amount of product (1.0 means a 100% yield; for example, 0.34 means a 34% yield).. This data is from Reaction yield outcomes from USPTO patents with 853,638 reactions. (1) The reactants are [F:1][C:2]1[CH:8]=[C:7]([I:9])[CH:6]=[CH:5][C:3]=1[NH2:4].[F:10][C:11]1[CH:16]=[C:15]([O:17][CH2:18][CH2:19][O:20][CH3:21])[C:14]([N+:22]([O-:24])=[O:23])=[C:13](F)[C:12]=1[F:26]. No catalyst specified. The product is [F:26][C:12]1[C:11]([F:10])=[CH:16][C:15]([O:17][CH2:18][CH2:19][O:20][CH3:21])=[C:14]([N+:22]([O-:24])=[O:23])[C:13]=1[NH:4][C:3]1[CH:5]=[CH:6][C:7]([I:9])=[CH:8][C:2]=1[F:1]. The yield is 0.320. (2) The reactants are [H-].[Na+].[NH:3]1[CH:7]=[CH:6][CH:5]=[N:4]1.[C:8]([O:12][C:13]([N:15]1[CH2:19][CH2:18][CH2:17][C@@H:16]1[CH2:20]OS(C)(=O)=O)=[O:14])([CH3:11])([CH3:10])[CH3:9].O. The catalyst is CN(C)C=O. The product is [C:8]([O:12][C:13]([N:15]1[CH2:19][CH2:18][CH2:17][C@@H:16]1[CH2:20][N:3]1[CH:7]=[CH:6][CH:5]=[N:4]1)=[O:14])([CH3:11])([CH3:9])[CH3:10]. The yield is 0.750. (3) The reactants are [Cl-].O[NH3+:3].[C:4](=[O:7])([O-])[OH:5].[Na+].CS(C)=O.[CH2:13]([C:17]1[N:18]=[C:19]([CH3:47])[N:20]([C:39]2[CH:44]=[CH:43][C:42]([F:45])=[C:41]([CH3:46])[CH:40]=2)[C:21](=[O:38])[C:22]=1[CH2:23][C:24]1[CH:29]=[CH:28][C:27]([C:30]2[C:31]([C:36]#[N:37])=[CH:32][CH:33]=[CH:34][CH:35]=2)=[CH:26][CH:25]=1)[CH2:14][CH2:15][CH3:16]. The catalyst is O.C(OCC)(=O)C. The product is [CH2:13]([C:17]1[N:18]=[C:19]([CH3:47])[N:20]([C:39]2[CH:44]=[CH:43][C:42]([F:45])=[C:41]([CH3:46])[CH:40]=2)[C:21](=[O:38])[C:22]=1[CH2:23][C:24]1[CH:25]=[CH:26][C:27]([C:30]2[CH:35]=[CH:34][CH:33]=[CH:32][C:31]=2[C:36]2[NH:3][C:4](=[O:7])[O:5][N:37]=2)=[CH:28][CH:29]=1)[CH2:14][CH2:15][CH3:16]. The yield is 0.680.